Dataset: Full USPTO retrosynthesis dataset with 1.9M reactions from patents (1976-2016). Task: Predict the reactants needed to synthesize the given product. (1) The reactants are: Br[C:2]1[CH:11]=[CH:10][C:5]([C:6]([NH:8][CH3:9])=[O:7])=[C:4]([F:12])[CH:3]=1.[C:13]([N:15]1[C:23]2[CH:22]=[CH:21][C:20]([CH3:24])=[CH:19][C:18]=2[CH:17]2[CH2:25][N:26]([CH3:29])[CH2:27][CH2:28][CH:16]12)#[CH:14].CCCC[N+](CCCC)(CCCC)CCCC.[F-]. Given the product [CH3:29][N:26]1[CH2:27][CH2:28][C:16]2[N:15]([C:13]#[C:14][C:2]3[CH:11]=[CH:10][C:5]([C:6]([NH:8][CH3:9])=[O:7])=[C:4]([F:12])[CH:3]=3)[C:23]3[CH:22]=[CH:21][C:20]([CH3:24])=[CH:19][C:18]=3[C:17]=2[CH2:25]1, predict the reactants needed to synthesize it. (2) The reactants are: [NH2:1][C:2]1[C:11]([N+:12]([O-])=O)=[CH:10][C:5]([C:6]([O:8][CH3:9])=[O:7])=[C:4]([CH3:15])[CH:3]=1. Given the product [NH2:1][C:2]1[C:11]([NH2:12])=[CH:10][C:5]([C:6]([O:8][CH3:9])=[O:7])=[C:4]([CH3:15])[CH:3]=1, predict the reactants needed to synthesize it. (3) Given the product [F:13][C:14]1[CH:15]=[C:16]([C:2]2[CH:3]=[CH:4][C:5]([CH3:12])=[C:6]([CH2:8][C:9]([OH:11])=[O:10])[CH:7]=2)[CH:17]=[CH:18][C:19]=1[F:20], predict the reactants needed to synthesize it. The reactants are: Br[C:2]1[CH:3]=[CH:4][C:5]([CH3:12])=[C:6]([CH2:8][C:9]([OH:11])=[O:10])[CH:7]=1.[F:13][C:14]1[CH:15]=[C:16](B(O)O)[CH:17]=[CH:18][C:19]=1[F:20].Cl. (4) Given the product [CH:40]1([N:39]([CH2:38][CH:35]2[CH2:36][CH2:37]2)[C:2]2[N:7]=[CH:6][N:5]=[C:4]([C:8]([NH:10][C:11]3[CH:16]=[CH:15][C:14]([S:17]([N:20]([CH2:22][C:23]([O:25][CH3:26])=[O:24])[CH3:21])(=[O:19])=[O:18])=[CH:13][C:12]=3[CH3:27])=[O:9])[CH:3]=2)[CH2:41][CH2:42][CH2:43][CH2:44][CH2:45]1, predict the reactants needed to synthesize it. The reactants are: Cl[C:2]1[N:7]=[CH:6][N:5]=[C:4]([C:8]([NH:10][C:11]2[CH:16]=[CH:15][C:14]([S:17]([N:20]([CH2:22][C:23]([O:25][CH3:26])=[O:24])[CH3:21])(=[O:19])=[O:18])=[CH:13][C:12]=2[CH3:27])=[O:9])[CH:3]=1.C(NC(C)C)(C)C.[CH:35]1([CH2:38][NH:39][CH:40]2[CH2:45][CH2:44][CH2:43][CH2:42][CH2:41]2)[CH2:37][CH2:36]1. (5) Given the product [F:1][C:2]1[CH:3]=[C:4]([C:13]2[N:17]([C:18]3[CH:19]=[N:20][CH:21]=[CH:22][CH:23]=3)[N:16]=[C:15]([C:24]3[CH:35]=[CH:26][CH:27]=[C:28]4[C:29]=3[CH2:30][NH:31][C:32]4=[O:33])[CH:14]=2)[CH:5]=[C:6]([O:8][C:9]([F:12])([F:10])[F:11])[CH:7]=1, predict the reactants needed to synthesize it. The reactants are: [F:1][C:2]1[CH:3]=[C:4]([C:13]2[N:17]([C:18]3[CH:19]=[N:20][CH:21]=[CH:22][CH:23]=3)[N:16]=[C:15]([C:24]3[C:29]4[CH2:30][NH:31][C:32](=[O:33])[C:28]=4[CH:27]=[CH:26]N=3)[CH:14]=2)[CH:5]=[C:6]([O:8][C:9]([F:12])([F:11])[F:10])[CH:7]=1.Cl[C:35]1C2CNC(=O)C=2C=CN=1.BrC1C=CC=C2C=1CNC2=O. (6) Given the product [OH:43][C@H:10]([CH3:11])[C:9]([C:12]1[C:21]2[C:16](=[CH:17][CH:18]=[CH:19][CH:20]=2)[CH:15]=[CH:14][CH:13]=1)=[O:8], predict the reactants needed to synthesize it. The reactants are: C([Si]([O:8]/[C:9](/[C:12]1[C:21]2[C:16](=[CH:17][CH:18]=[CH:19][CH:20]=2)[CH:15]=[CH:14][CH:13]=1)=[CH:10]\[CH3:11])(C)C)(C)(C)C.CC[C@@H]1[C@@H]2C[C@H]([C@@H](OC3C4C(=CC=CC=4)C(O[C@@H](C4C=CN=C5C=4C=C(OC)C=C5)[C@@H]4N5C[C@H](CC)[C@@H](CC5)C4)=NN=3)C3C=CN=C4C=3C=C([O:43]C)C=C4)N(CC2)C1.CS(N)(=O)=O.